From a dataset of Full USPTO retrosynthesis dataset with 1.9M reactions from patents (1976-2016). Predict the reactants needed to synthesize the given product. (1) Given the product [CH2:7]([NH:11][CH2:26][CH2:25][CH2:24][CH2:23][O:22][C:13]1[CH:14]=[CH:15][C:16]2[C:21](=[CH:20][CH:19]=[CH:18][CH:17]=2)[CH:12]=1)[CH2:8][CH2:9][CH3:10], predict the reactants needed to synthesize it. The reactants are: C(=O)([O-])[O-].[K+].[K+].[CH2:7]([NH2:11])[CH2:8][CH2:9][CH3:10].[CH:12]1[C:21]2[C:16](=[CH:17][CH:18]=[CH:19][CH:20]=2)[CH:15]=[CH:14][C:13]=1[O:22][CH2:23][CH2:24][CH2:25][CH2:26]Cl. (2) Given the product [ClH:24].[CH2:1]([O:8][C:9]1[CH:10]=[C:11]([CH2:15][CH2:16][N:17]([CH2:18][C:19]2[O:20][CH:21]=[CH:22][CH:23]=2)[CH2:25][C:26]([NH:28][CH3:29])=[O:27])[CH:12]=[CH:13][CH:14]=1)[C:2]1[CH:3]=[CH:4][CH:5]=[CH:6][CH:7]=1, predict the reactants needed to synthesize it. The reactants are: [CH2:1]([O:8][C:9]1[CH:10]=[C:11]([CH2:15][CH2:16][NH:17][CH2:18][C:19]2[O:20][CH:21]=[CH:22][CH:23]=2)[CH:12]=[CH:13][CH:14]=1)[C:2]1[CH:7]=[CH:6][CH:5]=[CH:4][CH:3]=1.[Cl:24][CH2:25][C:26]([NH:28][CH3:29])=[O:27].C(N(C(C)C)CC)(C)C. (3) Given the product [C:12]1([CH3:19])[CH:13]=[C:14]([CH3:18])[CH:15]=[C:16]([CH3:17])[C:11]=1[NH:10][C:8]1[S:9][C:5]2[C:4]([NH2:21])=[CH:3][C:2]([CH3:1])=[CH:20][C:6]=2[N:7]=1, predict the reactants needed to synthesize it. The reactants are: [CH3:1][C:2]1[CH:3]=[C:4]([N+:21]([O-])=O)[C:5]2[S:9][C:8]([NH:10][C:11]3[C:16]([CH3:17])=[CH:15][C:14]([CH3:18])=[CH:13][C:12]=3[CH3:19])=[N:7][C:6]=2[CH:20]=1.O.O.[Sn](Cl)Cl.[OH-].[Na+]. (4) Given the product [C:10]([O:9][C:7]([N:5]1[CH2:6][C@@H:2]([F:44])[CH2:3][C@H:4]1[C:14]1[NH:15][C:16]([C:19]2[CH:24]=[CH:23][C:22]([B:25]([OH:29])[OH:26])=[CH:21][CH:20]=2)=[CH:17][N:18]=1)=[O:8])([CH3:13])([CH3:12])[CH3:11], predict the reactants needed to synthesize it. The reactants are: O[C@H:2]1[CH2:6][N:5]([C:7]([O:9][C:10]([CH3:13])([CH3:12])[CH3:11])=[O:8])[C@H:4]([C:14]2[NH:15][C:16]([C:19]3[CH:24]=[CH:23][C:22]([B:25]4[O:29]C(C)(C)C(C)(C)[O:26]4)=[CH:21][CH:20]=3)=[CH:17][N:18]=2)[CH2:3]1.COCCN(S(F)(F)[F:44])CCOC.C(=O)(O)[O-].[Na+]. (5) Given the product [Cl:9][C:6]1[N:5]=[C:4]([CH3:10])[N:3]=[C:2]([NH:18][C:15]2[CH:16]=[CH:17][C:12]([Cl:11])=[CH:13][CH:14]=2)[C:7]=1[NH2:8], predict the reactants needed to synthesize it. The reactants are: Cl[C:2]1[C:7]([NH2:8])=[C:6]([Cl:9])[N:5]=[C:4]([CH3:10])[N:3]=1.[Cl:11][C:12]1[CH:17]=[CH:16][C:15]([NH2:18])=[CH:14][CH:13]=1.C(O)C.Cl. (6) The reactants are: [NH2:1][C:2]1[CH:3]=[CH:4][C:5]([N:9]2[CH2:14][CH2:13][CH2:12][C@@H:11]([C:15]([N:17]([CH2:19][CH3:20])[CH3:18])=[O:16])[CH2:10]2)=[N:6][C:7]=1[NH2:8].[CH:21]1([C:24]2[N:29]=[C:28]([CH:30]=O)[CH:27]=[CH:26][N:25]=2)[CH2:23][CH2:22]1.[S].C(O)(=O)C. Given the product [CH:21]1([C:24]2[N:29]=[C:28]([C:30]3[NH:8][C:7]4=[N:6][C:5]([N:9]5[CH2:14][CH2:13][CH2:12][C@@H:11]([C:15]([N:17]([CH2:19][CH3:20])[CH3:18])=[O:16])[CH2:10]5)=[CH:4][CH:3]=[C:2]4[N:1]=3)[CH:27]=[CH:26][N:25]=2)[CH2:23][CH2:22]1, predict the reactants needed to synthesize it. (7) Given the product [CH2:13]([N:3]([CH2:1][CH3:2])[CH2:4][C:5]1[CH:10]=[CH:9][N:8]=[C:7]([F:11])[CH:6]=1)[CH3:14], predict the reactants needed to synthesize it. The reactants are: [CH2:1]([N:3]([CH2:13][CH3:14])[C:4](=O)[C:5]1[CH:10]=[CH:9][N:8]=[C:7]([F:11])[CH:6]=1)[CH3:2].B.CO.[OH-].[Na+].